This data is from Full USPTO retrosynthesis dataset with 1.9M reactions from patents (1976-2016). The task is: Predict the reactants needed to synthesize the given product. (1) Given the product [I:1][C:2]1[CH:3]=[CH:4][C:5]([NH:8][C:16](=[O:21])[C:17]([CH3:20])([CH3:19])[CH3:18])=[N:6][CH:7]=1, predict the reactants needed to synthesize it. The reactants are: [I:1][C:2]1[CH:3]=[CH:4][C:5]([NH2:8])=[N:6][CH:7]=1.CCN(CC)CC.[C:16](Cl)(=[O:21])[C:17]([CH3:20])([CH3:19])[CH3:18].C([O-])(O)=O.[Na+]. (2) The reactants are: [CH2:1]([N:8]1[CH2:13][CH2:12][CH:11]([NH:14][C:15](=O)[CH2:16][C:17]2[CH:22]=[CH:21][CH:20]=[CH:19][C:18]=2[N+:23]([O-])=O)[CH2:10][CH2:9]1)[C:2]1[CH:7]=[CH:6][CH:5]=[CH:4][CH:3]=1.[H-].[Al+3].[Li+].[H-].[H-].[H-]. Given the product [NH2:23][C:18]1[CH:19]=[CH:20][CH:21]=[CH:22][C:17]=1[CH2:16][CH2:15][NH:14][CH:11]1[CH2:10][CH2:9][N:8]([CH2:1][C:2]2[CH:3]=[CH:4][CH:5]=[CH:6][CH:7]=2)[CH2:13][CH2:12]1, predict the reactants needed to synthesize it.